Dataset: Forward reaction prediction with 1.9M reactions from USPTO patents (1976-2016). Task: Predict the product of the given reaction. (1) Given the reactants C([O:3][C:4](=[O:21])[CH2:5][C:6]([N:8]1[CH2:13][CH2:12][N:11]([C:14]([O:16][C:17]([CH3:20])([CH3:19])[CH3:18])=[O:15])[CH2:10][CH2:9]1)=[O:7])C.O[Li].O, predict the reaction product. The product is: [C:17]([O:16][C:14]([N:11]1[CH2:10][CH2:9][N:8]([C:6](=[O:7])[CH2:5][C:4]([OH:21])=[O:3])[CH2:13][CH2:12]1)=[O:15])([CH3:20])([CH3:18])[CH3:19]. (2) Given the reactants Br[C:2]1[C:3]([C:9]([O:11][CH3:12])=[O:10])=[CH:4][C:5]([F:8])=[N:6][CH:7]=1.C([Sn](CCCC)(CCCC)[C:18]1[N:19]=[CH:20][N:21]([C:23]([C:36]2[CH:41]=[CH:40][CH:39]=[CH:38][CH:37]=2)([C:30]2[CH:35]=[CH:34][CH:33]=[CH:32][CH:31]=2)[C:24]2[CH:29]=[CH:28][CH:27]=[CH:26][CH:25]=2)[CH:22]=1)CCC, predict the reaction product. The product is: [F:8][C:5]1[CH:4]=[C:3]([C:9]([O:11][CH3:12])=[O:10])[C:2]([C:18]2[N:19]=[CH:20][N:21]([C:23]([C:24]3[CH:29]=[CH:28][CH:27]=[CH:26][CH:25]=3)([C:36]3[CH:37]=[CH:38][CH:39]=[CH:40][CH:41]=3)[C:30]3[CH:31]=[CH:32][CH:33]=[CH:34][CH:35]=3)[CH:22]=2)=[CH:7][N:6]=1. (3) Given the reactants C(P(CCCC)CCCC)CCC.N(C(N1CCCCC1)=O)=NC(N1CCCCC1)=O.[F:32][CH:33]1[CH:38](O)[CH:37]=[C:36]([C:40]2[CH:45]=[CH:44][N:43]=[CH:42][C:41]=2[N+:46]([O-:48])=[O:47])[CH2:35][CH2:34]1.[C:49]1(=[O:59])[NH:53][C:52](=[O:54])[C:51]2=[CH:55][CH:56]=[CH:57][CH:58]=[C:50]12.N#N, predict the reaction product. The product is: [F:32][C@H:33]1[C@H:38]([N:53]2[C:49](=[O:59])[C:50]3[C:51](=[CH:55][CH:56]=[CH:57][CH:58]=3)[C:52]2=[O:54])[CH:37]=[C:36]([C:40]2[CH:45]=[CH:44][N:43]=[CH:42][C:41]=2[N+:46]([O-:48])=[O:47])[CH2:35][CH2:34]1.